Dataset: Peptide-MHC class I binding affinity with 185,985 pairs from IEDB/IMGT. Task: Regression. Given a peptide amino acid sequence and an MHC pseudo amino acid sequence, predict their binding affinity value. This is MHC class I binding data. The peptide sequence is SCDFNGGKI. The MHC is HLA-A23:01 with pseudo-sequence HLA-A23:01. The binding affinity (normalized) is 0.